Predict which catalyst facilitates the given reaction. From a dataset of Catalyst prediction with 721,799 reactions and 888 catalyst types from USPTO. (1) Reactant: [C:1]([N:8]1[CH2:13][CH2:12][NH:11][CH2:10][CH2:9]1)([O:3][C:4]([CH3:7])([CH3:6])[CH3:5])=[O:2].[N+:14]([C:17]1[CH:24]=[CH:23][CH:22]=[C:21]([N+]([O-])=O)[C:18]=1[C:19]#[N:20])([O-:16])=[O:15].O.C(OCC)(=O)C. Product: [C:4]([O:3][C:1]([N:8]1[CH2:9][CH2:10][N:11]([C:21]2[CH:22]=[CH:23][CH:24]=[C:17]([N+:14]([O-:16])=[O:15])[C:18]=2[C:19]#[N:20])[CH2:12][CH2:13]1)=[O:2])([CH3:7])([CH3:6])[CH3:5]. The catalyst class is: 3. (2) Reactant: [NH2:1][C:2](=[S:14])[CH2:3][C:4]1[CH:5]=[C:6]([CH:11]=[CH:12][CH:13]=1)[C:7]([O:9][CH3:10])=[O:8].[C:15]([O:18][CH2:19][CH2:20][C:21](=O)[CH2:22]Br)(=[O:17])[CH3:16]. Product: [C:15]([O:18][CH2:19][CH2:20][C:21]1[N:1]=[C:2]([CH2:3][C:4]2[CH:5]=[C:6]([CH:11]=[CH:12][CH:13]=2)[C:7]([O:9][CH3:10])=[O:8])[S:14][CH:22]=1)(=[O:17])[CH3:16]. The catalyst class is: 8.